This data is from Full USPTO retrosynthesis dataset with 1.9M reactions from patents (1976-2016). The task is: Predict the reactants needed to synthesize the given product. (1) Given the product [C:12]([NH:11][C:9]1[N:10]=[C:5]2[CH:4]=[CH:3][C:2]([C:16]3[CH:17]=[CH:18][C:13]([C:12]([NH:11][CH2:9][CH2:25][N:23]([CH3:22])[CH3:24])=[O:19])=[CH:14][CH:15]=3)=[CH:7][N:6]2[N:8]=1)(=[O:19])[C:13]1[CH:18]=[CH:17][CH:16]=[CH:15][CH:14]=1, predict the reactants needed to synthesize it. The reactants are: Br[C:2]1[CH:3]=[CH:4][C:5]2[N:6]([N:8]=[C:9]([NH:11][C:12](=[O:19])[C:13]3[CH:18]=[CH:17][CH:16]=[CH:15][CH:14]=3)[N:10]=2)[CH:7]=1.[F-].[Cs+].[CH3:22][N:23]([CH:25]=O)[CH3:24]. (2) Given the product [NH2:13][C:12]1[CH:11]=[CH:10][C:5]([O:6][CH2:7][CH2:8][OH:9])=[CH:4][C:3]=1[O:2][CH3:1], predict the reactants needed to synthesize it. The reactants are: [CH3:1][O:2][C:3]1[CH:4]=[C:5]([CH:10]=[CH:11][C:12]=1[N+:13]([O-])=O)[O:6][CH2:7][CH2:8][OH:9]. (3) Given the product [NH2:26][C:22]1[CH:23]=[C:24]([CH3:25])[N:20]([CH2:19][C:4]2[C:5]3[O:9][C:8]([C:10]4[CH:15]=[CH:14][C:13]([C:16]#[N:17])=[CH:12][CH:11]=4)=[CH:7][C:6]=3[CH:18]=[C:2]([Cl:1])[CH:3]=2)[N:21]=1, predict the reactants needed to synthesize it. The reactants are: [Cl:1][C:2]1[CH:3]=[C:4]([CH2:19][N:20]2[C:24]([CH3:25])=[CH:23][C:22]([NH:26]C(=O)OCC[Si](C)(C)C)=[N:21]2)[C:5]2[O:9][C:8]([C:10]3[CH:15]=[CH:14][C:13]([C:16]#[N:17])=[CH:12][CH:11]=3)=[CH:7][C:6]=2[CH:18]=1.[F-].C([N+](CCCC)(CCCC)CCCC)CCC. (4) Given the product [N:1]1([CH2:6][CH2:7][O:8][C:9]2[CH:10]=[CH:11][C:12]([NH:15][CH:17]=[C:18]3[C:26]4[C:21](=[CH:22][CH:23]=[CH:24][CH:25]=4)[NH:20][C:19]3=[O:27])=[CH:13][CH:14]=2)[CH2:5][CH2:4][CH2:3][CH2:2]1, predict the reactants needed to synthesize it. The reactants are: [N:1]1([CH2:6][CH2:7][O:8][C:9]2[CH:14]=[CH:13][C:12]([NH2:15])=[CH:11][CH:10]=2)[CH2:5][CH2:4][CH2:3][CH2:2]1.O[CH:17]=[C:18]1[C:26]2[C:21](=[CH:22][CH:23]=[CH:24][CH:25]=2)[NH:20][C:19]1=[O:27]. (5) Given the product [S:24]1[CH:25]=[CH:26][C:22]2[CH:21]=[C:20]([NH:19][S:8]([C:4]3[CH:5]=[CH:6][CH:7]=[C:2]([Cl:1])[C:3]=3[CH3:12])(=[O:10])=[O:9])[CH:28]=[CH:27][C:23]1=2, predict the reactants needed to synthesize it. The reactants are: [Cl:1][C:2]1[C:3]([CH3:12])=[C:4]([S:8](Cl)(=[O:10])=[O:9])[CH:5]=[CH:6][CH:7]=1.N1C=CC=CC=1.[NH2:19][C:20]1[CH:28]=[CH:27][C:23]2[S:24][CH:25]=[CH:26][C:22]=2[CH:21]=1.C([O-])(O)=O.[Na+]. (6) Given the product [F:38][C:37]([F:40])([F:39])[C:35]([OH:41])=[O:36].[CH3:1][O:2][C:3](=[O:34])[C@@H:4]([NH:14][C:15]([C:17]1[S:18][C:19]([C:23](=[O:33])[NH:24][CH2:25][C:26]2[CH:31]=[CH:30][CH:29]=[C:28]([OH:32])[CH:27]=2)=[CH:20][C:21]=1[Cl:22])=[O:16])[CH2:5][NH2:6], predict the reactants needed to synthesize it. The reactants are: [CH3:1][O:2][C:3](=[O:34])[C@@H:4]([NH:14][C:15]([C:17]1[S:18][C:19]([C:23](=[O:33])[NH:24][CH2:25][C:26]2[CH:31]=[CH:30][CH:29]=[C:28]([OH:32])[CH:27]=2)=[CH:20][C:21]=1[Cl:22])=[O:16])[CH2:5][NH:6]C(OC(C)(C)C)=O.[C:35]([OH:41])([C:37]([F:40])([F:39])[F:38])=[O:36]. (7) Given the product [NH2:8][CH:7]([C:10]1[CH:15]=[CH:14][CH:13]=[CH:12][CH:11]=1)[C:3]1([N:2]([CH3:9])[CH3:1])[CH2:6][CH2:5][CH2:4]1, predict the reactants needed to synthesize it. The reactants are: [CH3:1][N:2]([CH3:9])[C:3]1([C:7]#[N:8])[CH2:6][CH2:5][CH2:4]1.[C:10]1([Li])[CH:15]=[CH:14][CH:13]=[CH:12][CH:11]=1. (8) Given the product [CH3:1][N:2]1[C@@H:19]2[CH2:20][C:7]3[CH:8]=[CH:9][C:10]([O:22][CH3:23])=[C:11]4[O:12][C@H:13]5[C:14]([CH2:16][CH2:17][C@:18]2([OH:21])[C@:5]5([C:6]=34)[CH2:4][CH2:3]1)=[O:15].[ClH:25], predict the reactants needed to synthesize it. The reactants are: [CH3:1][N:2]1[C@@H:19]2[CH2:20][C:7]3[CH:8]=[CH:9][C:10]([O:22][CH3:23])=[C:11]4[O:12][C@H:13]5[C:14]([CH2:16][CH2:17][C@:18]2([OH:21])[C@:5]5([C:6]=34)[CH2:4][CH2:3]1)=[O:15].O.[ClH:25]. (9) Given the product [F:3][C:4]1[CH:5]=[CH:6][C:7]([C:10]2[N:14]([CH2:15][C:16]3([CH3:22])[CH2:17][O:18]3)[N:13]=[C:12]([CH3:19])[CH:11]=2)=[CH:8][CH:9]=1, predict the reactants needed to synthesize it. The reactants are: [H-].[Na+].[F:3][C:4]1[CH:9]=[CH:8][C:7]([C:10]2[N:14]([CH2:15][C:16](=[O:18])[CH3:17])[N:13]=[C:12]([CH3:19])[CH:11]=2)=[CH:6][CH:5]=1.[NH4+].[Cl-].[CH3:22]S(C)=O. (10) Given the product [Br:8][CH2:34][C:31]1[CH:32]=[CH:33][C:28]([I:27])=[CH:29][C:30]=1[N+:35]([O-:37])=[O:36], predict the reactants needed to synthesize it. The reactants are: C1C(=O)N([Br:8])C(=O)C1.C(OOC(=O)C1C=CC=CC=1)(=O)C1C=CC=CC=1.[I:27][C:28]1[CH:33]=[CH:32][C:31]([CH3:34])=[C:30]([N+:35]([O-:37])=[O:36])[CH:29]=1.